From a dataset of Forward reaction prediction with 1.9M reactions from USPTO patents (1976-2016). Predict the product of the given reaction. (1) Given the reactants [CH3:1][Mg]Cl.[C:4]([C:7]1[C:15]2[O:14][CH2:13][O:12][C:11]=2[CH:10]=[CH:9][CH:8]=1)(=[O:6])[CH3:5], predict the reaction product. The product is: [O:12]1[C:11]2[CH:10]=[CH:9][CH:8]=[C:7]([C:4]([CH3:1])([OH:6])[CH3:5])[C:15]=2[O:14][CH2:13]1. (2) Given the reactants [C:1]([C:3]1[C:4]([CH3:25])=[C:5]([C:19]2[CH:24]=[CH:23][CH:22]=[CH:21][CH:20]=2)[C:6]([F:18])=[C:7]([OH:17])[C:8]=1[NH:9][C:10](=O)[C:11]([CH3:15])([CH3:14])[CH2:12][OH:13])#[N:2].C1(C)C=CC(S([O-])(=O)=O)=CC=1.[NH+]1C=CC=CC=1, predict the reaction product. The product is: [F:18][C:6]1[C:5]([C:19]2[CH:24]=[CH:23][CH:22]=[CH:21][CH:20]=2)=[C:4]([CH3:25])[C:3]([C:1]#[N:2])=[C:8]2[C:7]=1[O:17][C:10]([C:11]([CH3:14])([CH3:15])[CH2:12][OH:13])=[N:9]2. (3) Given the reactants [NH2:1][CH2:2][CH2:3][CH2:4][NH:5][N:6]1[C:18]2[C:17]3[CH:16]=[CH:15][CH:14]=[CH:13][C:12]=3[N:11]=[C:10]([NH2:19])[C:9]=2[N:8]=[C:7]1[CH2:20][O:21][CH2:22][CH3:23].[CH:24]([N:27]=[C:28]=[O:29])([CH3:26])[CH3:25], predict the reaction product. The product is: [NH2:19][C:10]1[C:9]2[N:8]=[C:7]([CH2:20][O:21][CH2:22][CH3:23])[N:6]([NH:5][CH2:4][CH2:3][CH2:2][NH:1][C:28]([NH:27][CH:24]([CH3:26])[CH3:25])=[O:29])[C:18]=2[C:17]2[CH:16]=[CH:15][CH:14]=[CH:13][C:12]=2[N:11]=1. (4) Given the reactants ClC1C=CC([N+]([O-])=O)=CC=1N.C(=O)(O)[O-].[Na+].[S-2].[Na+].[Na+].N([O-])=O.[Na+].OS(O)(=O)=O.C(=O)=O.[N+:32]([C:35]1[CH:36]=[CH:37][C:38]2[S:42][N:41]=[N:40][C:39]=2[CH:43]=1)([O-])=O.S(S([O-])(=O)=O)([O-])(=O)=O.[Na+].[Na+], predict the reaction product. The product is: [S:42]1[C:38]2[CH:37]=[CH:36][C:35]([NH2:32])=[CH:43][C:39]=2[N:40]=[N:41]1. (5) Given the reactants [ClH:1].[NH2:2][C:3]1[C:4]2[N:5]([C:9]([CH:20]3[CH2:25][CH2:24][N:23](C(OCC4C=CC=CC=4)=O)[CH2:22][CH2:21]3)=[N:10][C:11]=2[C:12]#[C:13][C:14]2[CH:15]=[N:16][CH:17]=[CH:18][CH:19]=2)[CH:6]=[CH:7][N:8]=1, predict the reaction product. The product is: [ClH:1].[NH:23]1[CH2:22][CH2:21][CH:20]([C:9]2[N:5]3[CH:6]=[CH:7][N:8]=[C:3]([NH2:2])[C:4]3=[C:11]([C:12]#[C:13][C:14]3[CH:15]=[N:16][CH:17]=[CH:18][CH:19]=3)[N:10]=2)[CH2:25][CH2:24]1.